Dataset: Forward reaction prediction with 1.9M reactions from USPTO patents (1976-2016). Task: Predict the product of the given reaction. (1) Given the reactants Cl[C:2]1[CH:7]=[C:6]([CH2:8][N:9]2[CH:14]=[C:13]([C:15]3[O:19][N:18]=[C:17]([C:20]4[CH:25]=[CH:24][C:23]([C:26]([CH3:32])([CH3:31])[C:27]([F:30])([F:29])[F:28])=[CH:22][CH:21]=4)[N:16]=3)[CH:12]=[CH:11][C:10]2=[O:33])[CH:5]=[CH:4][N:3]=1.[C:34]([CH:36]1[CH2:41][CH2:40][NH:39][CH2:38][CH2:37]1)#[N:35], predict the reaction product. The product is: [O:33]=[C:10]1[CH:11]=[CH:12][C:13]([C:15]2[O:19][N:18]=[C:17]([C:20]3[CH:25]=[CH:24][C:23]([C:26]([CH3:32])([CH3:31])[C:27]([F:30])([F:29])[F:28])=[CH:22][CH:21]=3)[N:16]=2)=[CH:14][N:9]1[CH2:8][C:6]1[CH:5]=[CH:4][N:3]=[C:2]([N:39]2[CH2:40][CH2:41][CH:36]([C:34]#[N:35])[CH2:37][CH2:38]2)[CH:7]=1. (2) Given the reactants [Br:1][CH2:2][C:3]1([C:26](OCC)=[O:27])[O:7][N:6]=[C:5]([C:8]2[C:9]([NH:19][CH:20]3[CH2:25][CH2:24][CH2:23][CH2:22][CH2:21]3)=[C:10]3[CH:16]=[N:15][N:14]([CH2:17][CH3:18])[C:11]3=[N:12][CH:13]=2)[CH2:4]1.[BH4-].[Na+], predict the reaction product. The product is: [Br:1][CH2:2][C:3]1([CH2:26][OH:27])[O:7][N:6]=[C:5]([C:8]2[C:9]([NH:19][CH:20]3[CH2:21][CH2:22][CH2:23][CH2:24][CH2:25]3)=[C:10]3[CH:16]=[N:15][N:14]([CH2:17][CH3:18])[C:11]3=[N:12][CH:13]=2)[CH2:4]1. (3) Given the reactants [CH:1]1[CH:6]=[C:5]([CH:7]([CH:10]=O)[CH:8]=O)[N:4]=[CH:3][CH:2]=1.Cl.[Br:13][C:14]1[CH:15]=[C:16]([NH:20][NH2:21])[CH:17]=[CH:18][CH:19]=1, predict the reaction product. The product is: [Br:13][C:14]1[CH:15]=[C:16]([N:20]2[CH:10]=[C:7]([C:5]3[CH:6]=[CH:1][CH:2]=[CH:3][N:4]=3)[CH:8]=[N:21]2)[CH:17]=[CH:18][CH:19]=1. (4) Given the reactants C(OC([NH:8][C:9]1[NH:13][C:12]2[CH:14]=[CH:15][C:16]([O:18][S:19]([C:22]3[CH:27]=[CH:26][C:25]([F:28])=[CH:24][CH:23]=3)(=[O:21])=[O:20])=[CH:17][C:11]=2[N:10]=1)=O)(C)(C)C.[F:29][C:30]([F:35])([F:34])[C:31]([OH:33])=[O:32], predict the reaction product. The product is: [F:29][C:30]([F:35])([F:34])[C:31]([OH:33])=[O:32].[NH2:8][C:9]1[NH:13][C:12]2[CH:14]=[CH:15][C:16]([O:18][S:19]([C:22]3[CH:27]=[CH:26][C:25]([F:28])=[CH:24][CH:23]=3)(=[O:20])=[O:21])=[CH:17][C:11]=2[N:10]=1. (5) Given the reactants [CH3:1][NH:2][C:3]([C:5]1[NH:6][CH:7]=[C:8]([N+:10]([O-])=O)[CH:9]=1)=[O:4], predict the reaction product. The product is: [NH2:10][C:8]1[CH:9]=[C:5]([C:3]([NH:2][CH3:1])=[O:4])[NH:6][CH:7]=1.